From a dataset of Peptide-MHC class I binding affinity with 185,985 pairs from IEDB/IMGT. Regression. Given a peptide amino acid sequence and an MHC pseudo amino acid sequence, predict their binding affinity value. This is MHC class I binding data. The peptide sequence is CFMYSDFHF. The MHC is HLA-B58:01 with pseudo-sequence HLA-B58:01. The binding affinity (normalized) is 0.601.